From a dataset of Forward reaction prediction with 1.9M reactions from USPTO patents (1976-2016). Predict the product of the given reaction. (1) Given the reactants [F:1][C:2]([F:27])([F:26])[C:3]1[CH:25]=[CH:24][CH:23]=[CH:22][C:4]=1[C:5]([N:7]1[CH2:12][CH2:11][N:10]([C:13]2[S:14][C:15]([C:18]([O:20]C)=[O:19])=[CH:16][N:17]=2)[CH2:9][CH2:8]1)=[O:6].[OH-].[Na+], predict the reaction product. The product is: [F:27][C:2]([F:1])([F:26])[C:3]1[CH:25]=[CH:24][CH:23]=[CH:22][C:4]=1[C:5]([N:7]1[CH2:8][CH2:9][N:10]([C:13]2[S:14][C:15]([C:18]([OH:20])=[O:19])=[CH:16][N:17]=2)[CH2:11][CH2:12]1)=[O:6]. (2) Given the reactants ClCCl.Cl[C:5]([O:7][C:8]1[CH:13]=[CH:12][C:11]([N+:14]([O-:16])=[O:15])=[CH:10][CH:9]=1)=[O:6].[NH2:17][C:18]1[CH:19]=[C:20]2[C:25](=[CH:26][CH:27]=1)[CH2:24][N:23]([C:28]([O:30][C:31]([CH3:34])([CH3:33])[CH3:32])=[O:29])[CH2:22][CH2:21]2, predict the reaction product. The product is: [C:31]([O:30][C:28]([N:23]1[CH2:22][CH2:21][C:20]2[C:25](=[CH:26][CH:27]=[C:18]([NH:17][C:5]([O:7][C:8]3[CH:13]=[CH:12][C:11]([N+:14]([O-:16])=[O:15])=[CH:10][CH:9]=3)=[O:6])[CH:19]=2)[CH2:24]1)=[O:29])([CH3:34])([CH3:32])[CH3:33]. (3) Given the reactants [C:1]([O:18][CH2:19][C@@H:20]([C@@H:22]1[C:26]([NH:27][CH2:28][CH2:29][CH3:30])=[C:25]([O:31]CC2C=CC=CC=2)[C:24](=[O:39])[O:23]1)[OH:21])(=[O:17])[CH2:2][CH2:3][CH2:4][CH2:5][CH2:6][CH2:7][CH2:8][CH2:9][CH2:10][CH2:11][CH2:12][CH2:13][CH2:14][CH2:15][CH3:16].C(=O)(O)[O-].[Na+], predict the reaction product. The product is: [C:1]([O:18][CH2:19][C@H:20]([OH:21])[C@@H:22]1[C:26]([NH:27][CH2:28][CH2:29][CH3:30])=[C:25]([OH:31])[C:24](=[O:39])[O:23]1)(=[O:17])[CH2:2][CH2:3][CH2:4][CH2:5][CH2:6][CH2:7][CH2:8][CH2:9][CH2:10][CH2:11][CH2:12][CH2:13][CH2:14][CH2:15][CH3:16]. (4) The product is: [CH3:22][O:21][C:17]1[CH:16]=[CH:15][N:14]=[C:13]([CH2:12][S+:11]([O-:44])[C:9]2[NH:8][C:7]3[CH:23]=[CH:24][C:4]([O:3][CH:2]([F:1])[F:25])=[CH:5][C:6]=3[N:10]=2)[C:18]=1[O:19][CH3:20]. Given the reactants [F:1][CH:2]([F:25])[O:3][C:4]1[CH:24]=[CH:23][C:7]2[NH:8][C:9]([S:11][CH2:12][C:13]3[C:18]([O:19][CH3:20])=[C:17]([O:21][CH3:22])[CH:16]=[CH:15][N:14]=3)=[N:10][C:6]=2[CH:5]=1.CC1C([O:44]CC(F)(F)F)=CC=NC=1CSC1NC2C=CC=CC=2N=1, predict the reaction product. (5) Given the reactants [CH3:1][O:2][C:3]1[CH:11]=[CH:10][C:9]2[NH:8][C:7]3[C:12]4[CH:18]=[CH:17][CH:16]=[CH:15][C:13]=4[O:14][C:6]=3[C:5]=2[CH:4]=1.Cl.Cl[CH2:21][C:22]1[CH:35]=[CH:34][C:25]([O:26][CH2:27][CH2:28][N:29]([CH2:32][CH3:33])[CH2:30][CH3:31])=[CH:24][CH:23]=1, predict the reaction product. The product is: [CH2:32]([N:29]([CH2:30][CH3:31])[CH2:28][CH2:27][O:26][C:25]1[CH:24]=[CH:23][C:22]([CH2:21][N:8]2[C:9]3[CH:10]=[CH:11][C:3]([O:2][CH3:1])=[CH:4][C:5]=3[C:6]3[O:14][C:13]4[CH:15]=[CH:16][CH:17]=[CH:18][C:12]=4[C:7]2=3)=[CH:35][CH:34]=1)[CH3:33]. (6) Given the reactants [NH2:1][CH:2]1[CH2:11][CH2:10][CH2:9][CH:8]2[CH:3]1[NH:4][C:5](=[O:20])[C:6](=[O:19])[N:7]2[CH2:12][C:13]1[CH:18]=[CH:17][CH:16]=[CH:15][CH:14]=1.C([O-])(O)=O.[Na+].Br[CH2:27][CH:28]([OH:32])[CH2:29][CH2:30]Br, predict the reaction product. The product is: [CH2:12]([N:7]1[CH:8]2[CH:3]([CH:2]([N:1]3[CH2:30][CH2:29][CH:28]([OH:32])[CH2:27]3)[CH2:11][CH2:10][CH2:9]2)[NH:4][C:5](=[O:20])[C:6]1=[O:19])[C:13]1[CH:18]=[CH:17][CH:16]=[CH:15][CH:14]=1.